This data is from Full USPTO retrosynthesis dataset with 1.9M reactions from patents (1976-2016). The task is: Predict the reactants needed to synthesize the given product. (1) Given the product [C:1]([O:5][C:6]([N:8]1[CH2:13][CH2:12][N:11]2[C:14]([CH2:18][CH3:19])=[N:15][C:16]([Cl:35])=[C:10]2[CH:9]1[CH2:20][CH2:21][C:22]1[CH:27]=[C:26]([F:28])[C:25]([C:29]([F:32])([F:31])[F:30])=[C:24]([F:33])[CH:23]=1)=[O:7])([CH3:4])([CH3:3])[CH3:2], predict the reactants needed to synthesize it. The reactants are: [C:1]([O:5][C:6]([N:8]1[CH2:13][CH2:12][N:11]2[C:14]([CH2:18][CH3:19])=[N:15][C:16](I)=[C:10]2[CH:9]1[CH2:20][CH2:21][C:22]1[CH:27]=[C:26]([F:28])[C:25]([C:29]([F:32])([F:31])[F:30])=[C:24]([F:33])[CH:23]=1)=[O:7])([CH3:4])([CH3:3])[CH3:2].C(Cl)[Cl:35].CO. (2) The reactants are: [C:1]([O:5][C:6]([N:8]1[CH2:12][C@H:11]([OH:13])[CH2:10][C@H:9]1[C:14]([O-:16])=[O:15])=[O:7])([CH3:4])([CH3:3])[CH3:2].S(=O)(=O)(O)O.[CH3:22]C(C)=O. Given the product [O:13]=[C:11]1[CH2:12][N:8]([C:6]([O:5][C:1]([CH3:4])([CH3:2])[CH3:3])=[O:7])[C@H:9]([C:14]([O:16][CH3:22])=[O:15])[CH2:10]1, predict the reactants needed to synthesize it. (3) The reactants are: [Cl:1][C:2]1[C:11]2[C:6](=[C:7]([CH3:12])[CH:8]=[CH:9][CH:10]=2)[C:5]([C:13]([OH:15])=O)=[CH:4][N:3]=1.[CH:16]12[CH2:22][CH:20]([O:21]1)[CH2:19][NH:18][CH2:17]2. Given the product [CH:20]12[CH2:22][CH:16]([O:21]1)[CH2:17][N:18]([C:13]([C:5]1[C:6]3[C:11](=[CH:10][CH:9]=[CH:8][C:7]=3[CH3:12])[C:2]([Cl:1])=[N:3][CH:4]=1)=[O:15])[CH2:19]2, predict the reactants needed to synthesize it.